From a dataset of M1 muscarinic receptor antagonist screen with 61,756 compounds. Binary Classification. Given a drug SMILES string, predict its activity (active/inactive) in a high-throughput screening assay against a specified biological target. (1) The drug is s1c2c(CCCC2)c2c1n1c(n(c2=O)Cc2ccccc2)nnc1C. The result is 0 (inactive). (2) The drug is S1C(Cc2c(C1)c(nc(N1CCNCC1)c2C#N)CC)(C)C. The result is 1 (active). (3) The compound is S(c1n(c(nn1)c1cc(NC(=O)c2c(cccc2)C)ccc1)C)CC(O)=O. The result is 0 (inactive). (4) The compound is O(CC(=O)N1CCNC1=O)c1c(OC)cccc1. The result is 0 (inactive). (5) The compound is O(C1=C/C(=c2\c(c([nH]c(N)c2C#N)C)C)C=CC1=O)CC. The result is 0 (inactive). (6) The compound is Brc1cc2c3CN(CCc3[nH]c2cc1)C(=O)CN1CCSCC1. The result is 1 (active). (7) The compound is o1c2c(c(CN3CCN(CC3)CCO)cc1=O)cc(cc2)CC. The result is 0 (inactive). (8) The molecule is O(C(=O)c1[nH]c(c(c1C)C(OCC)=O)C)CC(=O)/C(=c1\[nH]c2c([nH]1)cccc2)C#N. The result is 0 (inactive). (9) The compound is Brc1oc(C(=O)Nc2c3nc(ccc3ccc2)C)cc1. The result is 0 (inactive). (10) The compound is FC(F)(F)c1ccc(C(=O)N2CCC(CC2)C(=O)N)cc1. The result is 0 (inactive).